This data is from Full USPTO retrosynthesis dataset with 1.9M reactions from patents (1976-2016). The task is: Predict the reactants needed to synthesize the given product. (1) Given the product [Cl:1][C:2]1[CH:10]=[C:9]([C:20]#[C:19][CH2:18][O:17][CH2:16][CH2:15][O:14][CH3:13])[C:5]2[O:6][CH2:7][O:8][C:4]=2[C:3]=1[NH2:12], predict the reactants needed to synthesize it. The reactants are: [Cl:1][C:2]1[CH:10]=[C:9](I)[C:5]2[O:6][CH2:7][O:8][C:4]=2[C:3]=1[NH2:12].[CH3:13][O:14][CH2:15][CH2:16][O:17][CH2:18][C:19]#[CH:20].C(NC(C)C)(C)C. (2) Given the product [CH3:25][C@@H:26]1[CH2:30][CH2:29][CH2:28][N:27]1[CH2:21][CH2:20][CH2:19][O:24][N:18]1[CH2:17][CH2:16][N:15]2[C:20](=[CH:21][C:22]3[C:14]2=[N:13][CH:12]=[CH:11][CH:23]=3)[C:19]1=[O:24], predict the reactants needed to synthesize it. The reactants are: C[C@H]1CCCN1CCCO[C:11]1[CH:23]=[C:22]2[C:14]([N:15]3[C:20](=[CH:21]2)[C:19](=[O:24])[NH:18][CH2:17][CH2:16]3)=[N:13][CH:12]=1.[CH3:25][C@@H:26]1[CH2:30][CH2:29][CH2:28][NH:27]1. (3) Given the product [ClH:28].[CH:1]1([CH:7]([O:9][C:10]2[CH:11]=[CH:12][C:13]3[CH2:14][NH:15][CH2:16][CH2:17][O:18][C:19]=3[N:20]=2)[CH3:8])[CH2:6][CH2:5][CH2:4][CH2:3][CH2:2]1, predict the reactants needed to synthesize it. The reactants are: [CH:1]1([CH:7]([O:9][C:10]2[CH:11]=[CH:12][C:13]3[CH2:14][N:15](C(OC(C)(C)C)=O)[CH2:16][CH2:17][O:18][C:19]=3[N:20]=2)[CH3:8])[CH2:6][CH2:5][CH2:4][CH2:3][CH2:2]1.[ClH:28].C(OCC)(=O)C. (4) Given the product [C:1]([O:5][C:6](=[O:27])[N:7]([CH2:11][C:12]1[CH:21]=[CH:20][C:19]2[C:14](=[C:15]([C:23]3[C:24](=[O:26])[NH:25][C:30](=[O:29])[C:31]=3[C:33]3[C:41]4[C:36](=[CH:37][CH:38]=[CH:39][CH:40]=4)[N:35]([CH3:42])[CH:34]=3)[C:16]([Cl:22])=[CH:17][CH:18]=2)[CH:13]=1)[CH2:8][CH2:9][F:10])([CH3:4])([CH3:2])[CH3:3], predict the reactants needed to synthesize it. The reactants are: [C:1]([O:5][C:6](=[O:27])[N:7]([CH2:11][C:12]1[CH:21]=[CH:20][C:19]2[C:14](=[C:15]([CH2:23][C:24](=[O:26])[NH2:25])[C:16]([Cl:22])=[CH:17][CH:18]=2)[CH:13]=1)[CH2:8][CH2:9][F:10])([CH3:4])([CH3:3])[CH3:2].C[O:29][C:30](=O)[C:31]([C:33]1[C:41]2[C:36](=[CH:37][CH:38]=[CH:39][CH:40]=2)[N:35]([CH3:42])[CH:34]=1)=O.CC([O-])(C)C.[K+].[NH4+].[Cl-]. (5) Given the product [CH2:25]([N:32]([CH:33]([CH3:50])[CH2:34][CH:35]([C:36]1[CH:37]=[CH:38][C:39]([OH:42])=[CH:40][CH:41]=1)[C:43]1[CH:48]=[CH:47][C:46]([OH:49])=[CH:45][CH:44]=1)[CH2:16][C@H:15]([OH:17])[CH2:14][O:13][C:12]1[CH:18]=[CH:19][C:9]([O:8][CH2:1][C:2]2[CH:7]=[CH:6][CH:5]=[CH:4][CH:3]=2)=[C:10]([NH:20][S:21]([CH3:24])(=[O:23])=[O:22])[CH:11]=1)[C:26]1[CH:27]=[CH:28][CH:29]=[CH:30][CH:31]=1, predict the reactants needed to synthesize it. The reactants are: [CH2:1]([O:8][C:9]1[CH:19]=[CH:18][C:12]([O:13][CH2:14][C@H:15]2[O:17][CH2:16]2)=[CH:11][C:10]=1[NH:20][S:21]([CH3:24])(=[O:23])=[O:22])[C:2]1[CH:7]=[CH:6][CH:5]=[CH:4][CH:3]=1.[CH2:25]([NH:32][CH:33]([CH3:50])[CH2:34][CH:35]([C:43]1[CH:48]=[CH:47][C:46]([OH:49])=[CH:45][CH:44]=1)[C:36]1[CH:41]=[CH:40][C:39]([OH:42])=[CH:38][CH:37]=1)[C:26]1[CH:31]=[CH:30][CH:29]=[CH:28][CH:27]=1.C(=O)(O)[O-].[Na+]. (6) Given the product [Br:1][C:2]1[CH:12]=[CH:11][C:5]([O:6][CH:7]2[CH2:8][N:9]([C:20](=[O:22])[CH3:21])[CH2:10]2)=[CH:4][CH:3]=1, predict the reactants needed to synthesize it. The reactants are: [Br:1][C:2]1[CH:12]=[CH:11][C:5]([O:6][CH:7]2[CH2:10][NH:9][CH2:8]2)=[CH:4][CH:3]=1.C(N(CC)CC)C.[C:20](OC(=O)C)(=[O:22])[CH3:21]. (7) The reactants are: [F:1][C:2]([F:7])([F:6])[C:3]([OH:5])=[O:4].[CH2:8]([O:12][C:13]1([C:24]2[CH:29]=[CH:28][CH:27]=[CH:26][C:25]=2[F:30])[CH2:16][N:15](C(OC(C)(C)C)=O)[CH2:14]1)[CH2:9][CH2:10][CH3:11]. Given the product [F:1][C:2]([F:7])([F:6])[C:3]([OH:5])=[O:4].[CH2:8]([O:12][C:13]1([C:24]2[CH:29]=[CH:28][CH:27]=[CH:26][C:25]=2[F:30])[CH2:14][NH:15][CH2:16]1)[CH2:9][CH2:10][CH3:11], predict the reactants needed to synthesize it. (8) Given the product [OH:31][CH2:30][C:29]1[CH:28]=[C:27]([C:7]2[NH:8][C:9]3[CH:10]=[C:11]([NH:15][C:16]([C@@H:18]4[CH2:20][C@H:19]4[C:21]4[CH:26]=[CH:25][CH:24]=[CH:23][CH:22]=4)=[O:17])[CH:12]=[C:13]4[C:2](=[O:1])[NH:3][N:4]=[CH:5][C:6]=2[C:14]=34)[CH:37]=[CH:36][CH:35]=1, predict the reactants needed to synthesize it. The reactants are: [O:1]=[C:2]1[C:13]2[C:14]3[C:6](=[C:7]([C:27]4[CH:28]=[C:29]([CH:35]=[CH:36][CH:37]=4)[CH2:30][O:31]C(=O)C)[NH:8][C:9]=3[CH:10]=[C:11]([NH:15][C:16]([C@@H:18]3[CH2:20][C@H:19]3[C:21]3[CH:26]=[CH:25][CH:24]=[CH:23][CH:22]=3)=[O:17])[CH:12]=2)[CH:5]=[N:4][NH:3]1.C([O-])([O-])=O.[K+].[K+].O1CCCC1. (9) Given the product [CH2:9]([O:8][C:6](=[O:7])[C:5]([NH:4][C:1](=[O:3])[CH3:2])([CH:25]([C:22]1[CH:23]=[CH:24][C:19]([F:18])=[CH:20][CH:21]=1)[C:26]1[CH:27]=[CH:28][C:29]([F:32])=[CH:30][CH:31]=1)[C:11]([O:13][CH2:14][CH3:15])=[O:12])[CH3:10], predict the reactants needed to synthesize it. The reactants are: [C:1]([NH:4][CH:5]([C:11]([O:13][CH2:14][CH3:15])=[O:12])[C:6]([O:8][CH2:9][CH3:10])=[O:7])(=[O:3])[CH3:2].[H-].[Na+].[F:18][C:19]1[CH:24]=[CH:23][C:22]([C:25](Cl)(Cl)[C:26]2[CH:31]=[CH:30][C:29]([F:32])=[CH:28][CH:27]=2)=[CH:21][CH:20]=1. (10) The reactants are: [C:1]([C:3]1([C:6]([NH2:8])=[O:7])[CH2:5][CH2:4]1)#[N:2].C(Cl)(=O)[C:10](Cl)=[O:11].[CH3:15][N:16]1[CH:20]=[C:19]([C:21]2[CH:26]=[C:25]([O:27][C:28]3[CH:29]=[CH:30][C:31]([NH2:34])=[N:32][CH:33]=3)[CH:24]=[CH:23][N:22]=2)[CH:18]=[N:17]1.N1C=CC=CC=1. Given the product [C:1]([C:3]1([C:6]([NH:8][C:10](=[O:11])[NH:34][C:31]2[CH:30]=[CH:29][C:28]([O:27][C:25]3[CH:24]=[CH:23][N:22]=[C:21]([C:19]4[CH:18]=[N:17][N:16]([CH3:15])[CH:20]=4)[CH:26]=3)=[CH:33][N:32]=2)=[O:7])[CH2:5][CH2:4]1)#[N:2], predict the reactants needed to synthesize it.